This data is from Reaction yield outcomes from USPTO patents with 853,638 reactions. The task is: Predict the reaction yield, written as a fraction of the theoretical maximum amount of product (1.0 means a 100% yield; for example, 0.34 means a 34% yield). (1) The reactants are [CH3:1][O:2][C:3]1[CH:4]=[C:5]2[C:10](=[CH:11][CH:12]=1)[CH:9]=[C:8]([OH:13])[CH:7]=[CH:6]2.C1C(=O)N([Br:21])C(=O)C1. The catalyst is CN(C=O)C.CCOC(C)=O. The product is [Br:21][C:9]1[C:10]2[C:5](=[CH:4][C:3]([O:2][CH3:1])=[CH:12][CH:11]=2)[CH:6]=[CH:7][C:8]=1[OH:13]. The yield is 0.720. (2) The reactants are [N+:1]([C:4]1[CH:5]=[C:6]([CH:8]=[CH:9][CH:10]=1)[NH2:7])([O-:3])=[O:2].[N+:11]([O-:14])([OH:13])=[O:12].[N:15]#[C:16][NH2:17]. The catalyst is CCO. The product is [N+:11]([O-:14])([OH:13])=[O:12].[N+:1]([C:4]1[CH:5]=[C:6]([NH:7][C:16]([NH2:17])=[NH:15])[CH:8]=[CH:9][CH:10]=1)([O-:3])=[O:2]. The yield is 0.570. (3) The reactants are C[O:2][C:3]([C:5]1[CH:10]=[CH:9][C:8]([C:11]2[CH:16]=[CH:15][C:14]([C:17]([F:20])([F:19])[F:18])=[CH:13][CH:12]=2)=[CH:7][C:6]=1[CH3:21])=O.[BH4-].[Na+].CCOC(C)=O.CCCCCC. The catalyst is C1COCC1.CO. The product is [CH3:21][C:6]1[CH:7]=[C:8]([C:11]2[CH:16]=[CH:15][C:14]([C:17]([F:18])([F:19])[F:20])=[CH:13][CH:12]=2)[CH:9]=[CH:10][C:5]=1[CH2:3][OH:2]. The yield is 0.990. (4) The reactants are Cl.[CH3:2][CH:3]1[C:8](=O)[CH:7]2[CH2:10][CH2:11][N:4]1[CH2:5][CH2:6]2.Cl.[NH2:13][OH:14].O.O.O.C([O-])(=O)C.[Na+]. The catalyst is CCO. The product is [CH3:2][CH:3]1[C:8](=[N:13][OH:14])[CH:7]2[CH2:10][CH2:11][N:4]1[CH2:5][CH2:6]2. The yield is 1.00. (5) The reactants are [C:1]([C:5]1[CH:9]=[C:8]([NH:10][C:11]([NH:13][C:14]2[CH:19]=[C:18]([C:20]3[C:31](=[O:32])[N:30]([CH3:33])[C:23]4[N:24]=[C:25](SC)[N:26]=[CH:27][C:22]=4[CH:21]=3)[CH:17]=[CH:16][C:15]=2[F:34])=[O:12])[O:7][N:6]=1)([CH3:4])([CH3:3])[CH3:2].C1C=C(Cl)C=C(C(OO)=O)C=1.[CH3:46][NH2:47].Cl. No catalyst specified. The product is [C:1]([C:5]1[CH:9]=[C:8]([NH:10][C:11]([NH:13][C:14]2[CH:19]=[C:18]([C:20]3[C:31](=[O:32])[N:30]([CH3:33])[C:23]4[N:24]=[C:25]([NH:47][CH3:46])[N:26]=[CH:27][C:22]=4[CH:21]=3)[CH:17]=[CH:16][C:15]=2[F:34])=[O:12])[O:7][N:6]=1)([CH3:4])([CH3:3])[CH3:2]. The yield is 0.530. (6) The reactants are [OH-].[Na+].C([O:5][C:6](=[O:34])[CH2:7][CH:8]([N:12]1[C:20]2[C:15](=[CH:16][C:17]([O:21][CH2:22][CH2:23][C:24]3[CH:33]=[CH:32][C:31]4[CH2:30][CH2:29][CH2:28][NH:27][C:26]=4[N:25]=3)=[CH:18][CH:19]=2)[CH:14]=[CH:13]1)[CH2:9][CH2:10][CH3:11])C.Cl. The catalyst is CO.O. The product is [N:25]1[C:26]2[NH:27][CH2:28][CH2:29][CH2:30][C:31]=2[CH:32]=[CH:33][C:24]=1[CH2:23][CH2:22][O:21][C:17]1[CH:16]=[C:15]2[C:20](=[CH:19][CH:18]=1)[N:12]([CH:8]([CH2:9][CH2:10][CH3:11])[CH2:7][C:6]([OH:34])=[O:5])[CH:13]=[CH:14]2. The yield is 0.280. (7) The reactants are [Cl:1][C:2]1[CH:7]=[CH:6][C:5]([C:8]2[C:9]([C:14]#[N:15])=[N:10][CH:11]=[CH:12][CH:13]=2)=[C:4](F)[CH:3]=1.[OH-:17].[K+].CO. The catalyst is O. The product is [Cl:1][C:2]1[CH:7]=[CH:6][C:5]2[C:8]3[CH:13]=[CH:12][CH:11]=[N:10][C:9]=3[C:14](=[O:17])[NH:15][C:4]=2[CH:3]=1. The yield is 0.550. (8) The reactants are [C:1]([C@H:5]1[CH2:10][CH2:9][C@H:8]([O:11][C:12]2[C:13]([F:31])=[C:14]3[C:19](=[CH:20][CH:21]=2)[CH:18]=[C:17]([CH2:22][N:23]2[CH2:26][CH:25]([C:27]([O:29]C)=[O:28])[CH2:24]2)[CH:16]=[CH:15]3)[CH2:7][CH2:6]1)([CH3:4])([CH3:3])[CH3:2].[OH-].[Na+].Cl. The catalyst is CCO. The product is [C:1]([C@H:5]1[CH2:6][CH2:7][C@H:8]([O:11][C:12]2[C:13]([F:31])=[C:14]3[C:19](=[CH:20][CH:21]=2)[CH:18]=[C:17]([CH2:22][N:23]2[CH2:26][CH:25]([C:27]([OH:29])=[O:28])[CH2:24]2)[CH:16]=[CH:15]3)[CH2:9][CH2:10]1)([CH3:4])([CH3:2])[CH3:3]. The yield is 0.780. (9) The reactants are [CH3:1][N:2]([CH3:16])/[CH:3]=[N:4]/[C:5]1[NH:6][C:7](=[O:15])[C:8]([N+:12]([O-:14])=[O:13])=[C:9]([CH3:11])[N:10]=1.C1CCN2C(=NCCC2)CC1.[CH2:28](Br)[C:29]1[CH:34]=[CH:33][CH:32]=[CH:31][CH:30]=1.Cl. The catalyst is CN(C=O)C. The product is [CH2:28]([N:6]1[C:7](=[O:15])[C:8]([N+:12]([O-:14])=[O:13])=[C:9]([CH3:11])[N:10]=[C:5]1/[N:4]=[CH:3]/[N:2]([CH3:1])[CH3:16])[C:29]1[CH:34]=[CH:33][CH:32]=[CH:31][CH:30]=1. The yield is 0.860.